From a dataset of Catalyst prediction with 721,799 reactions and 888 catalyst types from USPTO. Predict which catalyst facilitates the given reaction. Reactant: [OH:1][C:2]1[CH:3]=[C:4]([CH:7]=[CH:8][CH:9]=1)[CH2:5][Br:6].[CH2:10]1[CH2:15][O:14][CH:13]=[CH:12][CH2:11]1.C1(C)C=CC(S([O-])(=O)=O)=CC=1.[NH+]1C=CC=CC=1. Product: [Br:6][CH2:5][C:4]1[CH:3]=[C:2]([CH:9]=[CH:8][CH:7]=1)[O:1][CH:13]1[CH2:12][CH2:11][CH2:10][CH2:15][O:14]1. The catalyst class is: 2.